From a dataset of Peptide-MHC class I binding affinity with 185,985 pairs from IEDB/IMGT. Regression. Given a peptide amino acid sequence and an MHC pseudo amino acid sequence, predict their binding affinity value. This is MHC class I binding data. (1) The peptide sequence is KRQQELLRLT. The MHC is HLA-B27:05 with pseudo-sequence HLA-B27:05. The binding affinity (normalized) is 0.559. (2) The peptide sequence is IPSLFIESSI. The MHC is HLA-B07:02 with pseudo-sequence HLA-B07:02. The binding affinity (normalized) is 0.397. (3) The peptide sequence is IAPRIFGYV. The MHC is H-2-Db with pseudo-sequence H-2-Db. The binding affinity (normalized) is 0.117.